This data is from Forward reaction prediction with 1.9M reactions from USPTO patents (1976-2016). The task is: Predict the product of the given reaction. (1) Given the reactants [NH2:1][C:2]1[CH:3]=[C:4]([S:8]([NH:11][C:12]2[C:21]([NH:22][C:23]3[CH:28]=[C:27]([O:29][CH3:30])[CH:26]=[C:25]([O:31][CH3:32])[CH:24]=3)=[N:20][C:19]3[C:14](=[CH:15][CH:16]=[CH:17][CH:18]=3)[N:13]=2)(=[O:10])=[O:9])[CH:5]=[CH:6][CH:7]=1.C(OC([N:40]1[CH2:43][CH:42]([C:44](O)=[O:45])[CH2:41]1)=O)(C)(C)C.CCN(C(C)C)C(C)C.CN(C(ON1N=NC2C=CC=NC1=2)=[N+](C)C)C.F[P-](F)(F)(F)(F)F.Cl.O1CCOCC1, predict the reaction product. The product is: [CH3:30][O:29][C:27]1[CH:28]=[C:23]([NH:22][C:21]2[C:12]([NH:11][S:8]([C:4]3[CH:3]=[C:2]([NH:1][C:44]([CH:42]4[CH2:43][NH:40][CH2:41]4)=[O:45])[CH:7]=[CH:6][CH:5]=3)(=[O:9])=[O:10])=[N:13][C:14]3[C:19]([N:20]=2)=[CH:18][CH:17]=[CH:16][CH:15]=3)[CH:24]=[C:25]([O:31][CH3:32])[CH:26]=1. (2) Given the reactants [Cl:1][C:2]1[CH:3]=[N:4][C:5]2[N:6]([N:8]=[C:9]([C:11]([OH:13])=O)[CH:10]=2)[CH:7]=1.[CH3:14][CH:15]1[C:24]2[C:19](=[CH:20][N:21]=[CH:22][CH:23]=2)[CH2:18][CH2:17][NH:16]1, predict the reaction product. The product is: [Cl:1][C:2]1[CH:3]=[N:4][C:5]2[N:6]([N:8]=[C:9]([C:11]([N:16]3[CH2:17][CH2:18][C:19]4[C:24](=[CH:23][CH:22]=[N:21][CH:20]=4)[CH:15]3[CH3:14])=[O:13])[CH:10]=2)[CH:7]=1. (3) Given the reactants [H-].[Na+].[OH:3][CH:4]1[CH2:9][CH2:8][CH:7]([N:10]([CH3:18])[C:11](=[O:17])[O:12][C:13]([CH3:16])([CH3:15])[CH3:14])[CH2:6][CH2:5]1.[Si:19]([O:26][CH2:27][CH2:28][C@H:29]1[CH2:40][CH2:39][C:38]2[S:37][C:36]3[N:35]=[CH:34][N:33]=[C:32](Cl)[C:31]=3[C:30]1=2)([C:22]([CH3:25])([CH3:24])[CH3:23])([CH3:21])[CH3:20], predict the reaction product. The product is: [Si:19]([O:26][CH2:27][CH2:28][C@H:29]1[CH2:40][CH2:39][C:38]2[S:37][C:36]3[N:35]=[CH:34][N:33]=[C:32]([O:3][CH:4]4[CH2:9][CH2:8][CH:7]([N:10]([CH3:18])[C:11](=[O:17])[O:12][C:13]([CH3:14])([CH3:15])[CH3:16])[CH2:6][CH2:5]4)[C:31]=3[C:30]1=2)([C:22]([CH3:25])([CH3:23])[CH3:24])([CH3:21])[CH3:20]. (4) Given the reactants [NH:1]1[C:5]2[CH:6]=[CH:7][CH:8]=[CH:9][C:4]=2[N:3]=[C:2]1[CH2:10][N:11]([CH2:22][C:23]1[CH:30]=[CH:29][C:26]([CH:27]=O)=[CH:25][CH:24]=1)[CH:12]1[C:21]2[N:20]=[CH:19][CH:18]=[CH:17][C:16]=2[CH2:15][CH2:14][CH2:13]1.[CH3:31][NH:32][CH3:33].[BH-](OC(C)=O)(OC(C)=O)OC(C)=O.[Na+], predict the reaction product. The product is: [NH:1]1[C:5]2[CH:6]=[CH:7][CH:8]=[CH:9][C:4]=2[N:3]=[C:2]1[CH2:10][N:11]([CH2:22][C:23]1[CH:30]=[CH:29][C:26]([CH2:27][N:32]([CH3:33])[CH3:31])=[CH:25][CH:24]=1)[CH:12]1[C:21]2[N:20]=[CH:19][CH:18]=[CH:17][C:16]=2[CH2:15][CH2:14][CH2:13]1. (5) Given the reactants [Cl:1][C:2]1[N:10]=[C:9]([Cl:11])[C:8]([F:12])=[CH:7][C:3]=1[C:4](Cl)=[O:5].[CH2:13]([OH:15])[CH3:14], predict the reaction product. The product is: [Cl:1][C:2]1[N:10]=[C:9]([Cl:11])[C:8]([F:12])=[CH:7][C:3]=1[C:4]([O:15][CH2:13][CH3:14])=[O:5]. (6) Given the reactants [C:1]([OH:24])(=[O:23])[CH2:2][CH2:3][CH2:4][CH2:5][CH2:6][CH2:7][CH2:8][CH2:9][CH2:10][CH2:11][CH2:12][CH2:13][CH2:14][CH2:15][CH2:16][CH2:17][CH2:18][CH2:19][C:20]([OH:22])=[O:21].[C:25](OC(O[C:25]([CH3:28])([CH3:27])[CH3:26])N(C)C)([CH3:28])([CH3:27])[CH3:26], predict the reaction product. The product is: [C:25]([O:21][C:20](=[O:22])[CH2:19][CH2:18][CH2:17][CH2:16][CH2:15][CH2:14][CH2:13][CH2:12][CH2:11][CH2:10][CH2:9][CH2:8][CH2:7][CH2:6][CH2:5][CH2:4][CH2:3][CH2:2][C:1]([OH:24])=[O:23])([CH3:28])([CH3:27])[CH3:26].